This data is from Catalyst prediction with 721,799 reactions and 888 catalyst types from USPTO. The task is: Predict which catalyst facilitates the given reaction. (1) Reactant: Br[C:2]1[CH:7]=[CH:6][C:5]([N:8]2[C:12]([CH2:13][C@@H:14]3[CH2:18][CH2:17][N:16]([C:19]([CH:21]4[CH2:23][CH2:22]4)=[O:20])[CH2:15]3)=[N:11][NH:10][C:9]2=[O:24])=[C:4]([CH3:25])[CH:3]=1.[F:26][C:27]1[CH:32]=[CH:31][C:30](B(O)O)=[CH:29][CH:28]=1.C([O-])([O-])=O.[K+].[K+].O1CCOCC1. Product: [CH:21]1([C:19]([N:16]2[CH2:17][CH2:18][C@@H:14]([CH2:13][C:12]3[N:8]([C:5]4[CH:6]=[CH:7][C:2]([C:30]5[CH:31]=[CH:32][C:27]([F:26])=[CH:28][CH:29]=5)=[CH:3][C:4]=4[CH3:25])[C:9](=[O:24])[NH:10][N:11]=3)[CH2:15]2)=[O:20])[CH2:23][CH2:22]1. The catalyst class is: 263. (2) Reactant: [OH-].[Na+].C[C@:4]([NH:32][C:33]([O:35][C:36]([CH3:39])([CH3:38])[CH3:37])=[O:34])([CH2:8][S:9][CH2:10][C:11]1[CH:16]=[CH:15][C:14]([C:17]2[CH:22]=[CH:21][C:20]([N:23]3[C:31]4[C:26](=[CH:27][CH:28]=[CH:29][CH:30]=4)[CH:25]=[CH:24]3)=[CH:19][CH:18]=2)=[CH:13][CH:12]=1)[C:5]([O-:7])=[O:6].Cl. Product: [C:36]([O:35][C:33]([NH:32][C@@H:4]([CH2:8][S:9][CH2:10][C:11]1[CH:16]=[CH:15][C:14]([C:17]2[CH:18]=[CH:19][C:20]([N:23]3[C:31]4[C:26](=[CH:27][CH:28]=[CH:29][CH:30]=4)[CH:25]=[CH:24]3)=[CH:21][CH:22]=2)=[CH:13][CH:12]=1)[C:5]([OH:7])=[O:6])=[O:34])([CH3:39])([CH3:37])[CH3:38]. The catalyst class is: 193.